Dataset: Catalyst prediction with 721,799 reactions and 888 catalyst types from USPTO. Task: Predict which catalyst facilitates the given reaction. (1) The catalyst class is: 44. Reactant: F[C:2]1[CH:7]=[CH:6][C:5]([N+:8]([O-:10])=[O:9])=[CH:4][C:3]=1[C:11]1[CH:16]=[C:15]([N+:17]([O-:19])=[O:18])[CH:14]=[CH:13][C:12]=1F.[CH2:21]([OH:27])[CH2:22][CH2:23][CH2:24][CH2:25][CH3:26].[OH-:28].[K+].[I-].[K+]. Product: [CH2:21]([O:27][C:2]1[CH:7]=[CH:6][C:5]([N+:8]([O-:10])=[O:9])=[CH:4][C:3]=1[C:11]1[CH:16]=[C:15]([N+:17]([O-:19])=[O:18])[CH:14]=[CH:13][C:12]=1[O:28][CH2:6][CH2:7][CH2:2][CH2:3][CH2:4][CH3:5])[CH2:22][CH2:23][CH2:24][CH2:25][CH3:26]. (2) Reactant: I[C:2]1[C:3]([CH2:19]C(C)C)=[CH:4][C:5]2[C:9]3C=CC=CC=3O[C:6]=2[C:14]=1[CH2:15][CH:16]([CH3:18])[CH3:17].[CH2:23]([Li])[CH2:24][CH2:25][CH3:26].CO[B:30]([O:33]C)[O:31]C.Cl.[CH2:36]1[CH2:40][O:39][CH2:38][CH2:37]1. Product: [CH2:15]([C:14]1[C:37]2[C:36]3[CH:23]=[CH:24][CH:25]=[CH:26][C:40]=3[O:39][C:38]=2[CH:19]=[C:3]([CH2:4][CH:5]([CH3:9])[CH3:6])[C:2]=1[B:30]([OH:31])[OH:33])[CH:16]([CH3:18])[CH3:17]. The catalyst class is: 805. (3) Reactant: [CH3:1][Si:2]([CH3:45])([CH3:44])[CH2:3][CH2:4][O:5][CH2:6][N:7]([CH2:36][O:37][CH2:38][CH2:39][Si:40]([CH3:43])([CH3:42])[CH3:41])[C:8]1[N:13]2[N:14]=[CH:15][C:16]([C:17]3[CH:18]=[N:19][C:20](Cl)=[CH:21][CH:22]=3)=[C:12]2[N:11]=[C:10]([CH2:24][CH:25]2[CH2:30][CH2:29][CH:28]([C:31]([O:33][CH2:34][CH3:35])=[O:32])[CH2:27][CH2:26]2)[CH:9]=1.[C:46]1(B(O)O)[CH:51]=[CH:50][CH:49]=[CH:48][CH:47]=1.[O-]P([O-])([O-])=O.[K+].[K+].[K+].O1CCOCC1. Product: [CH3:1][Si:2]([CH3:45])([CH3:44])[CH2:3][CH2:4][O:5][CH2:6][N:7]([CH2:36][O:37][CH2:38][CH2:39][Si:40]([CH3:43])([CH3:42])[CH3:41])[C:8]1[N:13]2[N:14]=[CH:15][C:16]([C:17]3[CH:18]=[N:19][C:20]([C:46]4[CH:51]=[CH:50][CH:49]=[CH:48][CH:47]=4)=[CH:21][CH:22]=3)=[C:12]2[N:11]=[C:10]([CH2:24][CH:25]2[CH2:30][CH2:29][CH:28]([C:31]([O:33][CH2:34][CH3:35])=[O:32])[CH2:27][CH2:26]2)[CH:9]=1. The catalyst class is: 103. (4) Reactant: CO[C:3]([C:5]1[N:10]=[CH:9][C:8]([Br:11])=[CH:7][N:6]=1)=[O:4].[CH3:12][NH2:13]. Product: [Br:11][C:8]1[CH:7]=[N:6][C:5]([C:3]([NH:13][CH3:12])=[O:4])=[N:10][CH:9]=1. The catalyst class is: 219.